This data is from Peptide-MHC class I binding affinity with 185,985 pairs from IEDB/IMGT. The task is: Regression. Given a peptide amino acid sequence and an MHC pseudo amino acid sequence, predict their binding affinity value. This is MHC class I binding data. (1) The peptide sequence is VMCVCRDNWH. The MHC is HLA-A33:01 with pseudo-sequence HLA-A33:01. The binding affinity (normalized) is 0.0939. (2) The peptide sequence is YHSNVKEL. The MHC is HLA-B57:01 with pseudo-sequence HLA-B57:01. The binding affinity (normalized) is 0. (3) The peptide sequence is EFKSRFFVM. The MHC is HLA-A02:01 with pseudo-sequence HLA-A02:01. The binding affinity (normalized) is 0.0847. (4) The peptide sequence is FHEFLSSKL. The MHC is HLA-A02:06 with pseudo-sequence HLA-A02:06. The binding affinity (normalized) is 0.0847. (5) The peptide sequence is LLIAILGPL. The MHC is HLA-A02:03 with pseudo-sequence HLA-A02:03. The binding affinity (normalized) is 0.689. (6) The peptide sequence is ADLRFASEF. The MHC is HLA-B35:01 with pseudo-sequence HLA-B35:01. The binding affinity (normalized) is 0.368. (7) The peptide sequence is EVVMAYVGIK. The MHC is HLA-A02:01 with pseudo-sequence HLA-A02:01. The binding affinity (normalized) is 0.233. (8) The peptide sequence is NLSWLSLDV. The MHC is HLA-A31:01 with pseudo-sequence HLA-A31:01. The binding affinity (normalized) is 0.109. (9) The peptide sequence is ALAKAAAAM. The MHC is HLA-A02:06 with pseudo-sequence HLA-A02:06. The binding affinity (normalized) is 0.567. (10) The peptide sequence is YTMDGEYRL. The MHC is HLA-B39:01 with pseudo-sequence HLA-B39:01. The binding affinity (normalized) is 0.534.